Dataset: Catalyst prediction with 721,799 reactions and 888 catalyst types from USPTO. Task: Predict which catalyst facilitates the given reaction. (1) Reactant: [NH:1]1[CH2:5][CH2:4][NH:3][C:2]1=[S:6].[Br:7][CH2:8][C:9]([C:11]1[CH:16]=[CH:15][C:14]([Br:17])=[C:13]([CH3:18])[CH:12]=1)=O.C(O)(=O)C. Product: [BrH:7].[Br:17][C:14]1[CH:15]=[CH:16][C:11]([C:9]2[N:1]3[CH2:5][CH2:4][N:3]=[C:2]3[S:6][CH:8]=2)=[CH:12][C:13]=1[CH3:18]. The catalyst class is: 14. (2) Reactant: [Cl:1][C:2]1[C:3]([N:8]2[C:12]([C:13]([O:15][CH3:16])=[O:14])=[CH:11][C:10]([CH2:17]O)=[N:9]2)=[N:4][CH:5]=[CH:6][CH:7]=1.O=S(Cl)[Cl:21]. Product: [Cl:21][CH2:17][C:10]1[CH:11]=[C:12]([C:13]([O:15][CH3:16])=[O:14])[N:8]([C:3]2[C:2]([Cl:1])=[CH:7][CH:6]=[CH:5][N:4]=2)[N:9]=1. The catalyst class is: 2. (3) Reactant: [O:1]=[CH:2][C:3](=[CH2:5])[CH3:4].[CH:6]1[CH2:10]C=[CH:8][CH:7]=1.O. Product: [CH:5]12[CH2:8][CH:7]([CH:6]=[CH:10]1)[CH2:4][CH:3]2[CH:2]=[O:1]. The catalyst class is: 236. (4) Reactant: CS([O:5][CH2:6][CH2:7][C@@H:8]1[CH2:13][N:12]([C:14]([O:16][CH2:17][C:18]2[CH:23]=[CH:22][CH:21]=[CH:20][CH:19]=2)=[O:15])[CH2:11][CH2:10][N:9]1[C:24]([O:26][C:27]([CH3:30])([CH3:29])[CH3:28])=[O:25])(=O)=O.O[C:32]1[C:33]([C:38]([O:40][CH3:41])=[O:39])=[N:34][CH:35]=[CH:36][CH:37]=1.C(=O)([O-])[O-].[K+].[K+].[I-].[K+]. Product: [CH3:41][O:40][C:38]([C:33]1[C:32]([O:5][CH2:6][CH2:7][C@@H:8]2[CH2:13][N:12]([C:14]([O:16][CH2:17][C:18]3[CH:23]=[CH:22][CH:21]=[CH:20][CH:19]=3)=[O:15])[CH2:11][CH2:10][N:9]2[C:24]([O:26][C:27]([CH3:30])([CH3:29])[CH3:28])=[O:25])=[CH:37][CH:36]=[CH:35][N:34]=1)=[O:39]. The catalyst class is: 136. (5) The catalyst class is: 5. Product: [CH3:24][O:15][C:14]([C:11]1([C:17]2[CH:22]=[CH:21][C:20]([Cl:23])=[CH:19][CH:18]=2)[CH2:10][CH2:9][N:8]([C:6]([O:5][C:1]([CH3:4])([CH3:2])[CH3:3])=[O:7])[CH2:13][CH2:12]1)=[O:16]. Reactant: [C:1]([O:5][C:6]([N:8]1[CH2:13][CH2:12][C:11]([C:17]2[CH:22]=[CH:21][C:20]([Cl:23])=[CH:19][CH:18]=2)([C:14]([OH:16])=[O:15])[CH2:10][CH2:9]1)=[O:7])([CH3:4])([CH3:3])[CH3:2].[CH:24]1C=CC=CC=1.C[Si](C=[N+]=[N-])(C)C.